Dataset: Full USPTO retrosynthesis dataset with 1.9M reactions from patents (1976-2016). Task: Predict the reactants needed to synthesize the given product. (1) Given the product [Cl:1][C:2]1[C:11]2[C:6](=[CH:7][CH:8]=[C:9]([C:12]([C:20]3[C:21]([CH3:27])=[N:22][C:23]([CH3:26])=[CH:24][CH:25]=3)([OH:19])[C:13]3[N:17]([CH3:18])[N:16]=[N:15][CH:14]=3)[CH:10]=2)[N:5]=[C:4]([O:28][CH3:29])[C:3]=1[C:30]([NH:50][CH2:48][CH:47]1[CH2:45][CH2:46]1)=[O:32], predict the reactants needed to synthesize it. The reactants are: [Cl:1][C:2]1[C:11]2[C:6](=[CH:7][CH:8]=[C:9]([C:12]([C:20]3[C:21]([CH3:27])=[N:22][C:23]([CH3:26])=[CH:24][CH:25]=3)([OH:19])[C:13]3[N:17]([CH3:18])[N:16]=[N:15][CH:14]=3)[CH:10]=2)[N:5]=[C:4]([O:28][CH3:29])[C:3]=1[C:30]([OH:32])=O.CCN=C=NCCCN(C)C.C1[CH:45]=[CH:46][C:47]2N(O)N=[N:50][C:48]=2C=1.C1(CN)CC1. (2) Given the product [Cl:1][C:2]1[CH:10]=[C:9]([O:16][CH3:15])[C:8]([N+:12]([O-:14])=[O:13])=[CH:7][C:3]=1[C:4]([OH:6])=[O:5], predict the reactants needed to synthesize it. The reactants are: [Cl:1][C:2]1[CH:10]=[C:9](F)[C:8]([N+:12]([O-:14])=[O:13])=[CH:7][C:3]=1[C:4]([OH:6])=[O:5].[CH3:15][OH:16].C[O-].[Na+]. (3) Given the product [F:1][C:2]([F:29])([F:28])[C:3]1[CH:4]=[C:5]([CH:25]=[CH:26][CH:27]=1)[CH2:6][O:7][N:8]=[C:9]1[CH2:14][CH2:13][N:12]([S:15]([C:18]2[CH:19]=[N:20][C:21]([N:31]([CH3:32])[CH3:30])=[CH:22][CH:23]=2)(=[O:17])=[O:16])[CH2:11][CH2:10]1, predict the reactants needed to synthesize it. The reactants are: [F:1][C:2]([F:29])([F:28])[C:3]1[CH:4]=[C:5]([CH:25]=[CH:26][CH:27]=1)[CH2:6][O:7][N:8]=[C:9]1[CH2:14][CH2:13][N:12]([S:15]([C:18]2[CH:19]=[N:20][C:21](Cl)=[CH:22][CH:23]=2)(=[O:17])=[O:16])[CH2:11][CH2:10]1.[CH3:30][NH:31][CH3:32]. (4) Given the product [F:16][C:13]1[CH:14]=[CH:15][C:10]([N:7]2[CH2:6][CH2:5][NH:4][CH2:9][CH2:8]2)=[C:11]([N+:17]([O-:19])=[O:18])[CH:12]=1, predict the reactants needed to synthesize it. The reactants are: C([N:4]1[CH2:9][CH2:8][N:7]([C:10]2[CH:15]=[CH:14][C:13]([F:16])=[CH:12][C:11]=2[N+:17]([O-:19])=[O:18])[CH2:6][CH2:5]1)(=O)C.[OH-].[Na+].